The task is: Binary Classification. Given a miRNA mature sequence and a target amino acid sequence, predict their likelihood of interaction.. This data is from Experimentally validated miRNA-target interactions with 360,000+ pairs, plus equal number of negative samples. (1) The miRNA is hsa-miR-3157-3p with sequence CUGCCCUAGUCUAGCUGAAGCU. The protein sequence of the target gene is MDLIRGVLLRLLLLASSLGPGAVSLRAAIRKPGKVGPPLDIKLGALNCTAFSIQWKMPRHPGSPILGYTVFYSEVGADKSLQEQLHSVPLSRDIPTTEEVIGDLKPGTEYRVSIAAYSQAGKGRLSSPRHVTTLSQDSCLPPAAPQQPHVIVVSDSEVALSWKPGASEGSAPIQYYSVEFIRPDFDKKWTSIHERIQMDSMVIKGLDPDTNYQFAVRAMNSHGPSPRSWPSDIIRTLCPEEAGSGRYGPRYITDMGAGEDDEGFEDDLDLDISFEEVKPLPATKGGNKKFLVESKKMSIS.... Result: 0 (no interaction). (2) The miRNA is hsa-miR-4314 with sequence CUCUGGGAAAUGGGACAG. The protein sequence of the target gene is METLSQDSLLECQICFNYYSPRRRPKLLDCKHTCCSVCLQQMRTSQKDVRCPWCRGVTKLPPGFSVSQLPDDPEVLAVIAIPHTSEHTPVFIKLPSNGCYMLPLPISKERALLPGDMGCRLLPGSQQKSVTVVTIPAEQQPLQGGAPQEAVEEEQDRRGVVKSSTWSGVCTVILVACVLVFLLGIVLHNMSCISKRFTVISCG. Result: 1 (interaction).